This data is from Reaction yield outcomes from USPTO patents with 853,638 reactions. The task is: Predict the reaction yield, written as a fraction of the theoretical maximum amount of product (1.0 means a 100% yield; for example, 0.34 means a 34% yield). (1) The reactants are C[O:2][C:3]1[CH:4]=[C:5]([CH2:10][C@@H:11]2[C@:20]3([CH3:21])[C@H:15]([C:16]([CH3:23])([CH3:22])[CH2:17][CH2:18][CH2:19]3)[CH2:14][CH2:13][C@@H:12]2[CH2:24][OH:25])[CH:6]=[C:7]([CH3:9])[CH:8]=1. The catalyst is CN1C(=O)CCC1. The product is [OH:25][CH2:24][C@H:12]1[CH2:13][CH2:14][C@@H:15]2[C@:20]([CH3:21])([CH2:19][CH2:18][CH2:17][C:16]2([CH3:23])[CH3:22])[C@H:11]1[CH2:10][C:5]1[CH:4]=[C:3]([OH:2])[CH:8]=[C:7]([CH3:9])[CH:6]=1. The yield is 0.500. (2) The catalyst is [Pd].CO. The yield is 0.550. The product is [F:23][C:20]1[CH:21]=[CH:22][C:17]([CH:10]2[CH2:11][CH2:12][CH2:13][C:14](=[O:15])[N:9]2[NH:8][C:6](=[O:7])[O:5][C:1]([CH3:4])([CH3:3])[CH3:2])=[CH:18][CH:19]=1. The reactants are [C:1]([O:5][C:6]([NH:8][N:9]=[C:10]([C:17]1[CH:22]=[CH:21][C:20]([F:23])=[CH:19][CH:18]=1)[CH2:11][CH2:12][CH2:13][C:14](O)=[O:15])=[O:7])([CH3:4])([CH3:3])[CH3:2].